From a dataset of Full USPTO retrosynthesis dataset with 1.9M reactions from patents (1976-2016). Predict the reactants needed to synthesize the given product. (1) The reactants are: [CH3:1][O:2][C:3]1[CH:4]=[C:5]([NH:11][C:12]2[C:13]([NH:22][S:23]([C:26]3[CH:31]=[CH:30][CH:29]=[C:28]([N+:32]([O-])=O)[CH:27]=3)(=[O:25])=[O:24])=[N:14][C:15]3[C:20]([N:21]=2)=[CH:19][CH:18]=[CH:17][CH:16]=3)[CH:6]=[C:7]([O:9][CH3:10])[CH:8]=1.[Sn](Cl)(Cl)(Cl)Cl. Given the product [NH2:32][C:28]1[CH:27]=[C:26]([S:23]([NH:22][C:13]2[C:12]([NH:11][C:5]3[CH:4]=[C:3]([O:2][CH3:1])[CH:8]=[C:7]([O:9][CH3:10])[CH:6]=3)=[N:21][C:20]3[C:15](=[CH:16][CH:17]=[CH:18][CH:19]=3)[N:14]=2)(=[O:24])=[O:25])[CH:31]=[CH:30][CH:29]=1, predict the reactants needed to synthesize it. (2) Given the product [Cl:1][C:2]1[CH:7]=[C:6]([N+:8]([O-:10])=[O:9])[C:5]([O:11][CH3:12])=[CH:4][C:3]=1[CH2:13][CH2:14][NH:27][CH2:26][C:25]1[CH:24]=[CH:23][C:22]([N:19]2[CH2:18][CH2:17][N:16]([CH3:15])[CH2:21][CH2:20]2)=[CH:29][CH:28]=1, predict the reactants needed to synthesize it. The reactants are: [Cl:1][C:2]1[CH:7]=[C:6]([N+:8]([O-:10])=[O:9])[C:5]([O:11][CH3:12])=[CH:4][C:3]=1[CH:13]=[CH2:14].[CH3:15][N:16]1[CH2:21][CH2:20][N:19]([C:22]2[CH:29]=[CH:28][C:25]([CH2:26][NH2:27])=[CH:24][CH:23]=2)[CH2:18][CH2:17]1.C1(C=CC(O)=CC=1)O.O. (3) Given the product [Br:1][C:2]1[CH:3]=[C:4]([C:8]2[N:12]([CH2:16][O:17][CH2:18][CH2:19][Si:20]([CH3:23])([CH3:22])[CH3:21])[CH:11]=[N:10][CH:9]=2)[CH:5]=[CH:6][CH:7]=1, predict the reactants needed to synthesize it. The reactants are: [Br:1][C:2]1[CH:3]=[C:4]([C:8]2[NH:12][CH:11]=[N:10][CH:9]=2)[CH:5]=[CH:6][CH:7]=1.[H-].[Na+].Cl[CH2:16][O:17][CH2:18][CH2:19][Si:20]([CH3:23])([CH3:22])[CH3:21]. (4) Given the product [CH3:1][C:2]1[O:6][C:5]([C:7]2[CH:8]=[CH:9][C:10]([C:11]([NH:68][CH2:67][C:63]3[CH:62]=[N:61][CH:66]=[CH:65][CH:64]=3)=[O:13])=[CH:14][CH:15]=2)=[N:4][C:3]=1[CH2:16][S:17]([C:20]1[CH:25]=[CH:24][C:23]([CH2:26][N:27]2[CH2:28][CH2:29][O:30][CH2:31][CH2:32]2)=[CH:22][CH:21]=1)(=[O:18])=[O:19], predict the reactants needed to synthesize it. The reactants are: [CH3:1][C:2]1[O:6][C:5]([C:7]2[CH:15]=[CH:14][C:10]([C:11]([OH:13])=O)=[CH:9][CH:8]=2)=[N:4][C:3]=1[CH2:16][S:17]([C:20]1[CH:25]=[CH:24][C:23]([CH2:26][N:27]2[CH2:32][CH2:31][O:30][CH2:29][CH2:28]2)=[CH:22][CH:21]=1)(=[O:19])=[O:18].CCN=C=NCCCN(C)C.C1C=CC2N(O)N=NC=2C=1.C(N(CC)CC)C.[N:61]1[CH:66]=[CH:65][CH:64]=[C:63]([CH2:67][NH2:68])[CH:62]=1. (5) Given the product [NH2:83][C:49](=[O:50])[CH2:48][C:39]1[C:40]([C:44]([F:45])([F:46])[F:47])=[CH:41][CH:42]=[CH:43][C:38]=1[CH2:37][CH2:36][C:34]1[C:33]([C:52]([F:55])([F:53])[F:54])=[CH:32][N:31]=[C:30]([NH:29][C:26]2[CH:27]=[CH:28][C:23]([CH:20]3[CH2:19][CH2:18][N:17]([C:15]([O:14][C:10]([CH3:13])([CH3:12])[CH3:11])=[O:16])[CH2:22][CH2:21]3)=[CH:24][CH:25]=2)[N:84]=1, predict the reactants needed to synthesize it. The reactants are: CCN(C(C)C)C(C)C.[C:10]([O:14][C:15]([N:17]1[CH2:22][CH2:21][CH:20]([C:23]2[CH:28]=[CH:27][C:26]([NH:29][C:30]3N=[C:34]([CH2:36][CH2:37][C:38]4[CH:43]=[CH:42][CH:41]=[C:40]([C:44]([F:47])([F:46])[F:45])[C:39]=4[CH2:48][C:49](O)=[O:50])[C:33]([C:52]([F:55])([F:54])[F:53])=[CH:32][N:31]=3)=[CH:25][CH:24]=2)[CH2:19][CH2:18]1)=[O:16])([CH3:13])([CH3:12])[CH3:11].C1C=CC2N(O)N=NC=2C=1.CCN=C=NCCCN(C)C.Cl.Cl.C(=O)([O-])[O-].[NH4+:83].[NH4+:84].